This data is from Catalyst prediction with 721,799 reactions and 888 catalyst types from USPTO. The task is: Predict which catalyst facilitates the given reaction. (1) Reactant: [CH2:1]([NH:3][C:4](=[O:34])[O:5][C@H:6]1[CH2:11][CH2:10][C@H:9]([C:12]2[CH:17]=[CH:16][C:15]([O:18][Si](C(C)(C)C)(C)C)=[CH:14][C:13]=2[O:26][Si](C(C)(C)C)(C)C)[CH2:8][CH2:7]1)[CH3:2].[F-]. Product: [CH2:1]([NH:3][C:4](=[O:34])[O:5][C@H:6]1[CH2:11][CH2:10][C@H:9]([C:12]2[CH:17]=[CH:16][C:15]([OH:18])=[CH:14][C:13]=2[OH:26])[CH2:8][CH2:7]1)[CH3:2]. The catalyst class is: 5. (2) Reactant: C[O:2][C:3](=[O:13])[C:4]1[CH:9]=[C:8]([I:10])[CH:7]=[C:6]([C:11]#[N:12])[CH:5]=1.[Li+].[OH-].CO. Product: [C:11]([C:6]1[CH:5]=[C:4]([CH:9]=[C:8]([I:10])[CH:7]=1)[C:3]([OH:13])=[O:2])#[N:12]. The catalyst class is: 7. (3) The catalyst class is: 9. Product: [NH:11]1[CH:15]=[CH:14][C:13]([C:16]2[CH:21]=[CH:20][C:19]([C@H:22]3[CH2:23][CH2:24][C@H:25]([CH2:28][C:29]([N:6]4[CH2:7][CH2:8][CH2:9][C@H:5]4[C:4]([O:3][CH3:2])=[O:10])=[O:30])[CH2:26][CH2:27]3)=[CH:18][CH:17]=2)=[N:12]1. Reactant: Cl.[CH3:2][O:3][C:4](=[O:10])[C@@H:5]1[CH2:9][CH2:8][CH2:7][NH:6]1.[NH:11]1[CH:15]=[CH:14][C:13]([C:16]2[CH:21]=[CH:20][C:19]([C@H:22]3[CH2:27][CH2:26][C@H:25]([CH2:28][C:29](O)=[O:30])[CH2:24][CH2:23]3)=[CH:18][CH:17]=2)=[N:12]1.Cl.C(N=C=NCCCN(C)C)C.O.ON1C2C=CC=CC=2N=N1.CN1CCOCC1.